This data is from Full USPTO retrosynthesis dataset with 1.9M reactions from patents (1976-2016). The task is: Predict the reactants needed to synthesize the given product. Given the product [F:37][C:34]1[CH:35]=[CH:36][C:31]([CH2:30][N:27]2[C:28](=[O:29])[C:24]3[C:23]([OH:38])=[C:22]4[C:17]([CH:18]=[CH:19][CH:20]=[N:21]4)=[C:16]([C:14]([N:11]4[CH2:12][CH2:13][NH:8][CH2:9][CH2:10]4)=[O:15])[C:25]=3[CH2:26]2)=[CH:32][CH:33]=1, predict the reactants needed to synthesize it. The reactants are: C(OC([N:8]1[CH2:13][CH2:12][N:11]([C:14]([C:16]2[C:17]3[CH:18]=[CH:19][CH:20]=[N:21][C:22]=3[C:23]([O:38]C(C3C=CC=CC=3)C3C=CC=CC=3)=[C:24]3[C:28](=[O:29])[N:27]([CH2:30][C:31]4[CH:36]=[CH:35][C:34]([F:37])=[CH:33][CH:32]=4)[CH2:26][C:25]=23)=[O:15])[CH2:10][CH2:9]1)=O)(C)(C)C.C([SiH](CC)CC)C.FC(F)(F)C(O)=O.